This data is from Full USPTO retrosynthesis dataset with 1.9M reactions from patents (1976-2016). The task is: Predict the reactants needed to synthesize the given product. Given the product [F:25][C:23]1([F:26])[O:22][C:21]2[CH:27]=[CH:28][C:18]([C:15]3([C:13]([NH:12][C:4]4[N:3]=[C:2]([C:34]5[CH:35]=[CH:36][C:31]([CH2:30][OH:29])=[CH:32][CH:33]=5)[C:11]5[C:6]([CH:5]=4)=[CH:7][CH:8]=[CH:9][CH:10]=5)=[O:14])[CH2:17][CH2:16]3)=[CH:19][C:20]=2[O:24]1, predict the reactants needed to synthesize it. The reactants are: Br[C:2]1[C:11]2[C:6](=[CH:7][CH:8]=[CH:9][CH:10]=2)[CH:5]=[C:4]([NH:12][C:13]([C:15]2([C:18]3[CH:28]=[CH:27][C:21]4[O:22][C:23]([F:26])([F:25])[O:24][C:20]=4[CH:19]=3)[CH2:17][CH2:16]2)=[O:14])[N:3]=1.[OH:29][CH2:30][C:31]1[CH:36]=[CH:35][C:34](B(O)O)=[CH:33][CH:32]=1.C([O-])([O-])=O.[Na+].[Na+].